Dataset: Forward reaction prediction with 1.9M reactions from USPTO patents (1976-2016). Task: Predict the product of the given reaction. The product is: [CH:30]1[C:31]2[N:32]([C:2]3[CH:3]=[CH:4][C:5]4[O:14][C:9]5=[N:10][CH:11]=[CH:12][CH:13]=[C:8]5[C:6]=4[CH:7]=3)[C:33]3[C:38](=[CH:37][CH:36]=[CH:35][CH:34]=3)[C:39]=2[CH:40]=[C:28]([N:26]2[C:25]3[CH:24]=[CH:23][CH:22]=[CH:21][C:20]=3[C:19]3[C:27]2=[CH:15][CH:16]=[CH:17][CH:18]=3)[CH:29]=1. Given the reactants Cl[C:2]1[CH:3]=[CH:4][C:5]2[O:14][C:9]3=[N:10][CH:11]=[CH:12][CH:13]=[C:8]3[C:6]=2[CH:7]=1.[CH:15]1[C:27]2[N:26]([C:28]3[CH:29]=[CH:30][C:31]4[NH:32][C:33]5[C:38]([C:39]=4[CH:40]=3)=[CH:37][CH:36]=[CH:35][CH:34]=5)[C:25]3[C:20](=[CH:21][CH:22]=[CH:23][CH:24]=3)[C:19]=2[CH:18]=[CH:17][CH:16]=1.P(C(C)(C)C)(C(C)(C)C)C(C)(C)C.[K], predict the reaction product.